Dataset: Reaction yield outcomes from USPTO patents with 853,638 reactions. Task: Predict the reaction yield, written as a fraction of the theoretical maximum amount of product (1.0 means a 100% yield; for example, 0.34 means a 34% yield). (1) The reactants are [Br:1][C:2]1[CH:6]=[N:5][N:4]([CH3:7])[C:3]=1[C:8]1[CH:9]=[C:10]([NH2:23])[CH:11]=[CH:12][C:13]=1[O:14][CH2:15][C:16]1[CH:21]=[CH:20][C:19]([Cl:22])=[CH:18][CH:17]=1.[Cl:24][C:25]1[CH:30]=[CH:29][C:28]([N:31]=[C:32]=[O:33])=[CH:27][CH:26]=1. The catalyst is C(Cl)Cl. The product is [Br:1][C:2]1[CH:6]=[N:5][N:4]([CH3:7])[C:3]=1[C:8]1[CH:9]=[C:10]([NH:23][C:32]([NH:31][C:28]2[CH:29]=[CH:30][C:25]([Cl:24])=[CH:26][CH:27]=2)=[O:33])[CH:11]=[CH:12][C:13]=1[O:14][CH2:15][C:16]1[CH:21]=[CH:20][C:19]([Cl:22])=[CH:18][CH:17]=1. The yield is 0.650. (2) The reactants are [CH2:1]([O:3][C:4]([C:6]1([NH:11][C:12]([CH:14]2[CH2:18][CH:17]([O:19][C:20]3[CH:25]=[C:24]([C:26]4[CH:31]=[CH:30][C:29]([O:32][CH3:33])=[CH:28][CH:27]=4)[N:23]=[C:22]([O:34][CH3:35])[N:21]=3)[CH2:16][CH:15]2C(O)=O)=[O:13])[CH2:8][CH:7]1[CH:9]=[CH2:10])=[O:5])[CH3:2].CN[CH:41]=[CH:42][CH2:43][CH2:44][CH2:45]C.CCN(C(C)C)C(C)C.[CH3:56][N:57]([CH:59]=[O:60])[CH3:58]. No catalyst specified. The product is [CH2:1]([O:3][C:4]([C:6]1([NH:11][C:12]([CH:14]2[CH2:18][CH:17]([O:19][C:20]3[CH:25]=[C:24]([C:26]4[CH:31]=[CH:30][C:29]([O:32][CH3:33])=[CH:28][CH:27]=4)[N:23]=[C:22]([O:34][CH3:35])[N:21]=3)[CH2:16][CH:15]2[C:59](=[O:60])[N:57]([CH2:58][CH2:45][CH2:44][CH2:43][CH:42]=[CH2:41])[CH3:56])=[O:13])[CH2:8][CH:7]1[CH:9]=[CH2:10])=[O:5])[CH3:2]. The yield is 0.820.